This data is from Full USPTO retrosynthesis dataset with 1.9M reactions from patents (1976-2016). The task is: Predict the reactants needed to synthesize the given product. (1) Given the product [CH2:22]([N:29]1[CH2:33][CH2:32][C@@H:31]([NH:34][C:2]2[N:7]=[CH:6][C:5](/[CH:8]=[CH:9]/[C:10]([O:12][CH2:13][CH3:14])=[O:11])=[CH:4][C:3]=2[CH3:15])[CH2:30]1)[C:23]1[CH:24]=[CH:25][CH:26]=[CH:27][CH:28]=1, predict the reactants needed to synthesize it. The reactants are: Br[C:2]1[N:7]=[CH:6][C:5](/[CH:8]=[CH:9]/[C:10]([O:12][CH2:13][CH3:14])=[O:11])=[CH:4][C:3]=1[CH3:15].C(=O)([O-])[O-].[Cs+].[Cs+].[CH2:22]([N:29]1[CH2:33][CH2:32][C@@H:31]([NH2:34])[CH2:30]1)[C:23]1[CH:28]=[CH:27][CH:26]=[CH:25][CH:24]=1. (2) Given the product [F:1][C:2]1[CH:10]=[C:9]2[C:5]([CH:6]=[CH:7][N:8]2[Si:20]([CH:24]([CH3:26])[CH3:25])([CH:21]([CH3:23])[CH3:22])[CH:17]([CH3:19])[CH3:18])=[CH:4][CH:3]=1, predict the reactants needed to synthesize it. The reactants are: [F:1][C:2]1[CH:10]=[C:9]2[C:5]([CH:6]=[CH:7][NH:8]2)=[CH:4][CH:3]=1.[Li+].CCC[CH2-].[Cl-].[CH:17]([SiH:20]([CH:24]([CH3:26])[CH3:25])[CH:21]([CH3:23])[CH3:22])([CH3:19])[CH3:18].O.